Regression/Classification. Given a drug SMILES string, predict its absorption, distribution, metabolism, or excretion properties. Task type varies by dataset: regression for continuous measurements (e.g., permeability, clearance, half-life) or binary classification for categorical outcomes (e.g., BBB penetration, CYP inhibition). Dataset: cyp2c19_veith. From a dataset of CYP2C19 inhibition data for predicting drug metabolism from PubChem BioAssay. (1) The result is 1 (inhibitor). The compound is COC(=O)c1cc(/C=C/c2ccccc2)on1. (2) The compound is O=C1CN(/N=C\c2ccc([N+](=O)[O-])o2)C(=O)N1. The result is 0 (non-inhibitor).